From a dataset of Full USPTO retrosynthesis dataset with 1.9M reactions from patents (1976-2016). Predict the reactants needed to synthesize the given product. (1) Given the product [NH:25]1[C:33]2[C:28](=[C:29]([CH2:34][NH:1][C:4]3[C:5]4[CH:6]=[CH:7][C:8]([NH:20][CH2:19][C:18]5[CH:21]=[CH:22][CH:23]=[CH:24][C:17]=5[O:16][CH3:15])=[N:9][C:10]=4[CH:11]=[CH:12][CH:13]=3)[CH:30]=[CH:31][CH:32]=2)[CH:27]=[CH:26]1, predict the reactants needed to synthesize it. The reactants are: [N+:1]([C:4]1[CH:13]=[CH:12][CH:11]=[C:10]2[C:5]=1[CH:6]=[CH:7][C:8](Cl)=[N:9]2)([O-])=O.[CH3:15][O:16][C:17]1[CH:24]=[CH:23][CH:22]=[CH:21][C:18]=1[CH2:19][NH2:20].[NH:25]1[C:33]2[CH:32]=[CH:31][CH:30]=[C:29]([CH:34]=O)[C:28]=2[CH:27]=[CH:26]1. (2) Given the product [CH3:30][CH:2]([CH3:1])[C:3]([O:5][C@H:6]([C@@H:9]1[CH2:13][C@@H:12]([OH:14])[C@H:11]([N:18]2[C:22]3[N:23]=[C:24]([NH2:28])[NH:25][C:26](=[O:27])[C:21]=3[S:20][C:19]2=[O:29])[O:10]1)[CH2:7][CH3:8])=[O:4], predict the reactants needed to synthesize it. The reactants are: [CH3:1][CH:2]([CH3:30])[C:3]([O:5][C@H:6]([C@@H:9]1[CH2:13][C@@H:12]([O:14]C(=O)C)[C@H:11]([N:18]2[C:22]3[N:23]=[C:24]([NH2:28])[NH:25][C:26](=[O:27])[C:21]=3[S:20][C:19]2=[O:29])[O:10]1)[CH2:7][CH3:8])=[O:4].C([O-])([O-])=O.[K+].[K+]. (3) Given the product [F:1][CH2:2][CH2:3][N:4]1[C:8]([C:9]([OH:11])=[O:10])=[CH:7][CH:6]=[N:5]1, predict the reactants needed to synthesize it. The reactants are: [F:1][CH2:2][CH2:3][N:4]1[C:8]([C:9]([O:11]CC)=[O:10])=[CH:7][CH:6]=[N:5]1.[OH-].[Na+]. (4) Given the product [CH:5]12[O:8][CH:1]([CH2:7][CH2:6]1)[CH2:2][CH:3]([C:9]1[NH:17][C:16]3[C:15](=[O:18])[N:14]([CH2:19][CH2:20][CH3:21])[C:13](=[O:22])[N:12]([CH2:23][CH2:24][CH3:25])[C:11]=3[N:10]=1)[CH2:4]2, predict the reactants needed to synthesize it. The reactants are: [CH:1]12[O:8][CH:5]([CH:6]=[CH:7]1)[CH2:4][CH:3]([C:9]1[NH:17][C:16]3[C:15](=[O:18])[N:14]([CH2:19][CH2:20][CH3:21])[C:13](=[O:22])[N:12]([CH2:23][CH2:24][CH3:25])[C:11]=3[N:10]=1)[CH2:2]2. (5) Given the product [F:1][C:2]1[CH:7]=[CH:6][CH:5]=[CH:4][C:3]=1[N:8]1[C:12]([C:13]2[CH:18]=[CH:17][CH:16]=[CH:15][C:14]=2[C:19]2[CH:24]=[CH:23][CH:22]=[CH:21][C:20]=2[CH3:26])=[N:11][N:10]=[N:9]1, predict the reactants needed to synthesize it. The reactants are: [F:1][C:2]1[CH:7]=[CH:6][CH:5]=[CH:4][C:3]=1[N:8]1[C:12]([C:13]2[CH:18]=[CH:17][CH:16]=[CH:15][C:14]=2[C:19]2[CH:24]=[CH:23][CH:22]=[CH:21][C:20]=2O)=[N:11][N:10]=[N:9]1.[C:26]1(C)C=CC=CC=1B(O)O. (6) The reactants are: [N+:1]([C:4]1[CH:11]=[CH:10][CH:9]=[CH:8][C:5]=1[CH:6]=O)([O-])=O.[F:12][C:13]1[CH:28]=[CH:27][CH:26]=[C:25]([F:29])[C:14]=1[CH2:15][O:16][C:17]1[CH:18]=[CH:19][C:20]([CH3:24])=[C:21]([CH:23]=1)[NH2:22].[C:30](O[BH-](OC(=O)C)OC(=O)C)(=[O:32])C.[Na+].C(=O)([O-])O.[Na+]. Given the product [F:12][C:13]1[CH:28]=[CH:27][CH:26]=[C:25]([F:29])[C:14]=1[CH2:15][O:16][C:17]1[CH:18]=[CH:19][C:20]([CH3:24])=[C:21]([N:22]2[CH2:6][C:5]3[C:4](=[CH:11][CH:10]=[CH:9][CH:8]=3)[NH:1][C:30]2=[O:32])[CH:23]=1, predict the reactants needed to synthesize it. (7) Given the product [CH3:29][O:28][C:24]1[CH:23]=[C:22]([C:20]2[N:21]=[C:15]3[CH:14]=[C:13]([NH:12][C:11]([C:10]4[N:9]([CH3:31])[N:8]=[CH:7][C:6]=4[C:4]([OH:5])=[O:3])=[O:30])[CH:18]=[CH:17][N:16]3[N:19]=2)[CH:27]=[CH:26][CH:25]=1, predict the reactants needed to synthesize it. The reactants are: C([O:3][C:4]([C:6]1[CH:7]=[N:8][N:9]([CH3:31])[C:10]=1[C:11](=[O:30])[NH:12][C:13]1[CH:18]=[CH:17][N:16]2[N:19]=[C:20]([C:22]3[CH:27]=[CH:26][CH:25]=[C:24]([O:28][CH3:29])[CH:23]=3)[N:21]=[C:15]2[CH:14]=1)=[O:5])C.CO.O.[Li+].[OH-]. (8) Given the product [NH2:26][C:27]1[N:28]=[CH:29][N:30]=[C:31]([N:22]2[CH2:23][CH2:24][CH:20]([CH2:19][C:18]([NH:17][C:14]3[CH:13]=[CH:12][C:11]([CH:8]([CH3:10])[CH3:9])=[CH:16][CH:15]=3)=[O:25])[CH2:21]2)[C:32]=1[CH:33]=[N:48][O:47][CH3:46], predict the reactants needed to synthesize it. The reactants are: FC(F)(F)C(O)=O.[CH:8]([C:11]1[CH:16]=[CH:15][C:14]([NH:17][C:18](=[O:25])[CH2:19][CH:20]2[CH2:24][CH2:23][NH:22][CH2:21]2)=[CH:13][CH:12]=1)([CH3:10])[CH3:9].[NH2:26][C:27]1[C:32]([CH:33]=O)=[C:31](Cl)[N:30]=[CH:29][N:28]=1.CCN(C(C)C)C(C)C.Cl.[CH3:46][O:47][NH2:48]. (9) Given the product [F:9][C:10]([F:15])([F:14])[C:11]1[N:1]=[C:2]2[NH:3][CH:4]=[CH:5][CH:6]=[C:7]2[N:8]=1, predict the reactants needed to synthesize it. The reactants are: [NH2:1][C:2]1[C:7]([NH2:8])=[CH:6][CH:5]=[CH:4][N:3]=1.[F:9][C:10]([F:15])([F:14])[C:11](O)=O.